Dataset: NCI-60 drug combinations with 297,098 pairs across 59 cell lines. Task: Regression. Given two drug SMILES strings and cell line genomic features, predict the synergy score measuring deviation from expected non-interaction effect. (1) Drug 1: CN(C)N=NC1=C(NC=N1)C(=O)N. Drug 2: CCC1=C2CN3C(=CC4=C(C3=O)COC(=O)C4(CC)O)C2=NC5=C1C=C(C=C5)O. Cell line: MDA-MB-435. Synergy scores: CSS=5.62, Synergy_ZIP=0.655, Synergy_Bliss=4.26, Synergy_Loewe=-27.1, Synergy_HSA=-1.19. (2) Drug 1: CC1C(C(CC(O1)OC2CC(CC3=C2C(=C4C(=C3O)C(=O)C5=C(C4=O)C(=CC=C5)OC)O)(C(=O)CO)O)N)O.Cl. Drug 2: CC12CCC3C(C1CCC2=O)CC(=C)C4=CC(=O)C=CC34C. Cell line: OVCAR-4. Synergy scores: CSS=-5.87, Synergy_ZIP=5.97, Synergy_Bliss=8.69, Synergy_Loewe=0.159, Synergy_HSA=0.139. (3) Drug 1: CC1CCCC2(C(O2)CC(NC(=O)CC(C(C(=O)C(C1O)C)(C)C)O)C(=CC3=CSC(=N3)C)C)C. Drug 2: B(C(CC(C)C)NC(=O)C(CC1=CC=CC=C1)NC(=O)C2=NC=CN=C2)(O)O. Cell line: M14. Synergy scores: CSS=59.1, Synergy_ZIP=1.32, Synergy_Bliss=1.16, Synergy_Loewe=-2.14, Synergy_HSA=1.65. (4) Drug 1: CC1CCC2CC(C(=CC=CC=CC(CC(C(=O)C(C(C(=CC(C(=O)CC(OC(=O)C3CCCCN3C(=O)C(=O)C1(O2)O)C(C)CC4CCC(C(C4)OC)OCCO)C)C)O)OC)C)C)C)OC. Drug 2: C1C(C(OC1N2C=NC(=NC2=O)N)CO)O. Cell line: RPMI-8226. Synergy scores: CSS=42.2, Synergy_ZIP=-4.77, Synergy_Bliss=-4.75, Synergy_Loewe=-15.9, Synergy_HSA=-0.226. (5) Cell line: ACHN. Drug 1: CC12CCC3C(C1CCC2O)C(CC4=C3C=CC(=C4)O)CCCCCCCCCS(=O)CCCC(C(F)(F)F)(F)F. Synergy scores: CSS=0.592, Synergy_ZIP=-2.12, Synergy_Bliss=-2.80, Synergy_Loewe=-2.60, Synergy_HSA=-2.58. Drug 2: C1CNP(=O)(OC1)N(CCCl)CCCl. (6) Drug 1: C1=CC=C(C(=C1)C(C2=CC=C(C=C2)Cl)C(Cl)Cl)Cl. Drug 2: CCCCCOC(=O)NC1=NC(=O)N(C=C1F)C2C(C(C(O2)C)O)O. Cell line: TK-10. Synergy scores: CSS=-1.23, Synergy_ZIP=-2.20, Synergy_Bliss=-7.74, Synergy_Loewe=-5.44, Synergy_HSA=-8.18. (7) Drug 1: CC12CCC(CC1=CCC3C2CCC4(C3CC=C4C5=CN=CC=C5)C)O. Drug 2: C1CCC(CC1)NC(=O)N(CCCl)N=O. Cell line: UACC-257. Synergy scores: CSS=16.0, Synergy_ZIP=0.966, Synergy_Bliss=3.54, Synergy_Loewe=-0.738, Synergy_HSA=1.48.